From a dataset of Catalyst prediction with 721,799 reactions and 888 catalyst types from USPTO. Predict which catalyst facilitates the given reaction. (1) Reactant: [OH-].[Na+].[C:3]([NH:6][C:7]1[CH:12]=[CH:11][C:10]([CH2:13][NH:14][C:15]([C:17]2[CH:18]=[N:19][C:20]3[C:25]([C:26]=2[NH:27][C:28]2[CH:29]=[C:30]([CH:36]=[CH:37][CH:38]=2)[C:31]([O:33]CC)=[O:32])=[CH:24][CH:23]=[C:22]([C:39]2[C:40]([CH3:45])=[N:41][O:42][C:43]=2[CH3:44])[CH:21]=3)=[O:16])=[CH:9][CH:8]=1)(=[O:5])[CH3:4]. Product: [C:3]([NH:6][C:7]1[CH:12]=[CH:11][C:10]([CH2:13][NH:14][C:15]([C:17]2[CH:18]=[N:19][C:20]3[C:25]([C:26]=2[NH:27][C:28]2[CH:29]=[C:30]([CH:36]=[CH:37][CH:38]=2)[C:31]([OH:33])=[O:32])=[CH:24][CH:23]=[C:22]([C:39]2[C:40]([CH3:45])=[N:41][O:42][C:43]=2[CH3:44])[CH:21]=3)=[O:16])=[CH:9][CH:8]=1)(=[O:5])[CH3:4]. The catalyst class is: 8. (2) Reactant: [CH:1]1([C:4]([NH:6][C:7]2[O:8][C:9]3[CH:15]=[C:14]([O:16][C:17]4[CH:18]=[C:19]([CH:23]=[CH:24][CH:25]=4)[C:20](O)=[O:21])[CH:13]=[CH:12][C:10]=3[N:11]=2)=[O:5])[CH2:3][CH2:2]1.[F:26][C:27]([F:36])([F:35])[C:28]1[CH:29]=[C:30]([CH:32]=[CH:33][CH:34]=1)[NH2:31].Cl.C(N=C=NCCCN(C)C)C. Product: [CH:1]1([C:4]([NH:6][C:7]2[O:8][C:9]3[CH:15]=[C:14]([O:16][C:17]4[CH:18]=[C:19]([CH:23]=[CH:24][CH:25]=4)[C:20]([NH:31][C:30]4[CH:32]=[CH:33][CH:34]=[C:28]([C:27]([F:26])([F:35])[F:36])[CH:29]=4)=[O:21])[CH:13]=[CH:12][C:10]=3[N:11]=2)=[O:5])[CH2:3][CH2:2]1. The catalyst class is: 537. (3) Reactant: O[CH2:2][C:3]1[CH:8]=[CH:7][CH:6]=[C:5]([O:9][CH2:10][O:11][CH3:12])[C:4]=1[CH:13]([OH:18])[C:14]([CH3:17])([CH3:16])[CH3:15].C([Li])CCC.CCCCCC.CC1C=CC(S(Cl)(=O)=O)=CC=1. Product: [C:14]([CH:13]1[C:4]2[C:3](=[CH:8][CH:7]=[CH:6][C:5]=2[O:9][CH2:10][O:11][CH3:12])[CH2:2][O:18]1)([CH3:15])([CH3:16])[CH3:17]. The catalyst class is: 1.